Dataset: Forward reaction prediction with 1.9M reactions from USPTO patents (1976-2016). Task: Predict the product of the given reaction. (1) The product is: [F:5][C:6]1[C:14]([F:15])=[C:13]([F:16])[C:12]([F:17])=[CH:11][C:7]=1[C:8]([Cl:3])=[O:9]. Given the reactants S(Cl)([Cl:3])=O.[F:5][C:6]1[C:14]([F:15])=[C:13]([F:16])[C:12]([F:17])=[CH:11][C:7]=1[C:8](O)=[O:9], predict the reaction product. (2) The product is: [CH3:26][C:6]1[CH:5]=[CH:4][C:3]([NH:2][C:27](=[O:34])[C:28]2[CH:33]=[CH:32][CH:31]=[CH:30][CH:29]=2)=[CH:25][C:7]=1[NH:8][C:9]1[CH:14]=[C:13]([C:15]([F:17])([F:18])[F:16])[N:12]=[C:11]([C:19]2[CH:20]=[N:21][CH:22]=[CH:23][CH:24]=2)[N:10]=1. Given the reactants Cl.[NH2:2][C:3]1[CH:4]=[CH:5][C:6]([CH3:26])=[C:7]([CH:25]=1)[NH:8][C:9]1[CH:14]=[C:13]([C:15]([F:18])([F:17])[F:16])[N:12]=[C:11]([C:19]2[CH:20]=[N:21][CH:22]=[CH:23][CH:24]=2)[N:10]=1.[C:27](O)(=[O:34])[C:28]1[CH:33]=[CH:32][CH:31]=[CH:30][CH:29]=1.Cl.C(N=C=NCCCN(C)C)C, predict the reaction product.